Dataset: Experimentally validated miRNA-target interactions with 360,000+ pairs, plus equal number of negative samples. Task: Binary Classification. Given a miRNA mature sequence and a target amino acid sequence, predict their likelihood of interaction. (1) The miRNA is hsa-miR-500b-3p with sequence GCACCCAGGCAAGGAUUCUG. The protein sequence of the target gene is MSHQPLSCLTEKEDSPSESTGNGPPHLAHPNLDTFTPEELLQQMKELLTENHQLKEAMKLNNQAMKGRFEELSAWTEKQKEERQFFEIQSKEAKERLMALSHENEKLKEELGKLKGKSERSSEDPTDDSRLPRAEAEQEKDQLRTQVVRLQAEKADLLGIVSELQLKLNSSGSSEDSFVEIRMAEGEAEGSVKEIKHSPGPTRTVSTGTALSKYRSRSADGAKNYFEHEELTVSQLLLCLREGNQKVERLEVALKEAKERVSDFEKKTSNRSEIETQTEGSTEKENDEEKGPETVGSEVE.... Result: 1 (interaction). (2) The miRNA is hsa-miR-3689b-5p with sequence UGUGAUAUCAUGGUUCCUGGGA. The protein sequence of the target gene is MESTSQDRRATHVITIKPNETVLTAFPYRPHSSLLDFLKGEPRVLGATQILLALIIVGFGTIFALNYIGFSQRLPLVVLTGYPFWGALIFILTGYLTVTDKKSKLLGQGVTGMNVISSLVAITGITFTILSYRHQDKYCQMPSFEEICVFSRTLFIVLFFLPSDVTQNSEQPAPEENDQLQFVLQEEFSSDDSTTNAQSVIFGGYAFFKLTLSRSPLVSQPGNKGREFVPDEQKQSILPSPKFSEEEIEPLPPTLEKKPSENMSIQLDSTFKQMKDEDLQSAIVQPSQMQTKLLQDQAAS.... Result: 0 (no interaction).